Task: Predict which catalyst facilitates the given reaction.. Dataset: Catalyst prediction with 721,799 reactions and 888 catalyst types from USPTO (1) Reactant: [C:1]([C:5]1[N:9]([CH2:10][CH:11]2[CH2:16][CH2:15][C:14]([F:18])([F:17])[CH2:13][CH2:12]2)[C:8]2[CH:19]=[CH:20][C:21]([S:23](Cl)(=[O:25])=[O:24])=[CH:22][C:7]=2[N:6]=1)([CH3:4])([CH3:3])[CH3:2].FC(F)(F)C([O-])=O.[C:34]([C@H:37]1[CH2:41][CH2:40][NH2+:39][CH2:38]1)([OH:36])=[O:35].CCN(C(C)C)C(C)C. Product: [C:1]([C:5]1[N:9]([CH2:10][CH:11]2[CH2:16][CH2:15][C:14]([F:18])([F:17])[CH2:13][CH2:12]2)[C:8]2[CH:19]=[CH:20][C:21]([S:23]([N:39]3[CH2:40][CH2:41][C@H:37]([C:34]([OH:36])=[O:35])[CH2:38]3)(=[O:25])=[O:24])=[CH:22][C:7]=2[N:6]=1)([CH3:4])([CH3:3])[CH3:2]. The catalyst class is: 26. (2) Reactant: [N+:1]([CH2:4][C:5]1([CH2:15][C:16](OCC)=O)[CH2:14][CH2:13][C:8]2([O:12][CH2:11][CH2:10][O:9]2)[CH2:7][CH2:6]1)([O-])=O.CC[OH:23]. Product: [O:12]1[C:8]2([CH2:13][CH2:14][C:5]3([CH2:15][CH2:16][NH:1][C:4]3=[O:23])[CH2:6][CH2:7]2)[O:9][CH2:10][CH2:11]1. The catalyst class is: 181. (3) Reactant: [BH4-].[Na+].[Si:3]([O:10][CH2:11][CH2:12][C:13]1[CH:14]=[CH:15][C:16]([F:21])=[C:17]([CH:20]=1)[CH:18]=[O:19])([C:6]([CH3:9])([CH3:8])[CH3:7])([CH3:5])[CH3:4]. Product: [Si:3]([O:10][CH2:11][CH2:12][C:13]1[CH:14]=[CH:15][C:16]([F:21])=[C:17]([CH2:18][OH:19])[CH:20]=1)([C:6]([CH3:8])([CH3:9])[CH3:7])([CH3:5])[CH3:4]. The catalyst class is: 8.